Dataset: Full USPTO retrosynthesis dataset with 1.9M reactions from patents (1976-2016). Task: Predict the reactants needed to synthesize the given product. (1) Given the product [Cl:20][C:21]1[CH:26]=[CH:25][C:24]([C:27]2[CH:28]=[CH:29][C:30]([C:33]#[C:34][CH2:35][O:36][C:46]3[CH:45]=[CH:44][C:43]([CH2:42][N:37]4[CH2:41][CH2:40][CH2:39][CH2:38]4)=[CH:48][CH:47]=3)=[N:31][CH:32]=2)=[CH:23][CH:22]=1, predict the reactants needed to synthesize it. The reactants are: C1(P(C2C=CC=CC=2)C2C=CC=CC=2)C=CC=CC=1.[Cl:20][C:21]1[CH:26]=[CH:25][C:24]([C:27]2[CH:28]=[CH:29][C:30]([C:33]#[C:34][CH2:35][OH:36])=[N:31][CH:32]=2)=[CH:23][CH:22]=1.[N:37]1([CH2:42][C:43]2[CH:48]=[CH:47][C:46](O)=[CH:45][CH:44]=2)[CH2:41][CH2:40][CH2:39][CH2:38]1.N(C(OC(C)C)=O)=NC(OC(C)C)=O. (2) Given the product [C:27]([O:31][C:32](=[O:47])[NH:33][C@@H:34]1[C@@H:38]([N:39]2[CH2:44][CH2:43][CH:42]([CH3:45])[CH2:41][C:40]2=[O:46])[CH2:37][N:36]([C:2]2[N:7]=[CH:6][C:5]([O:8][CH2:9][CH2:10][C@H:11]([CH:13]3[CH2:18][CH2:17][N:16]([C:19]4[O:23][N:22]=[C:21]([CH:24]([CH3:26])[CH3:25])[N:20]=4)[CH2:15][CH2:14]3)[CH3:12])=[CH:4][N:3]=2)[CH2:35]1)([CH3:29])([CH3:28])[CH3:30], predict the reactants needed to synthesize it. The reactants are: Cl[C:2]1[N:7]=[CH:6][C:5]([O:8][CH2:9][CH2:10][C@H:11]([CH:13]2[CH2:18][CH2:17][N:16]([C:19]3[O:23][N:22]=[C:21]([CH:24]([CH3:26])[CH3:25])[N:20]=3)[CH2:15][CH2:14]2)[CH3:12])=[CH:4][N:3]=1.[C:27]([O:31][C:32](=[O:47])[NH:33][C@@H:34]1[C@@H:38]([N:39]2[CH2:44][CH2:43][CH:42]([CH3:45])[CH2:41][C:40]2=[O:46])[CH2:37][NH:36][CH2:35]1)([CH3:30])([CH3:29])[CH3:28].